This data is from Catalyst prediction with 721,799 reactions and 888 catalyst types from USPTO. The task is: Predict which catalyst facilitates the given reaction. (1) Reactant: [C:1]([CH2:4][N:5]1[C:14]2[C:9](=[C:10]([CH2:17][CH:18]3[S:22][C:21](=[O:23])[NH:20][C:19]3=[O:24])[CH:11]=[CH:12][C:13]=2[O:15][CH3:16])[CH2:8][CH2:7][C:6]1=[O:25])(O)=[O:2].[F:26][C:27]([F:36])([F:35])[C:28]1[CH:29]=[C:30]([CH:32]=[CH:33][CH:34]=1)[NH2:31].ON1C2C=CC=CC=2N=N1.O. Product: [F:26][C:27]([F:35])([F:36])[C:28]1[CH:29]=[C:30]([NH:31][C:1]([CH2:4][N:5]2[C:14]3[C:9](=[C:10]([CH2:17][CH:18]4[S:22][C:21](=[O:23])[NH:20][C:19]4=[O:24])[CH:11]=[CH:12][C:13]=3[O:15][CH3:16])[CH2:8][CH2:7][C:6]2=[O:25])=[O:2])[CH:32]=[CH:33][CH:34]=1. The catalyst class is: 3. (2) Reactant: [Si]([O:18][C:19]1[CH:20]=[C:21]([C@:26]([NH:45][C:46]([NH:48][CH2:49][C:50]([F:53])([F:52])[F:51])=[O:47])([C:34]2[CH:39]=[CH:38][C:37]([F:40])=[C:36]([C:41]([F:44])([F:43])[F:42])[CH:35]=2)[CH2:27][C:28]2[CH:33]=[CH:32][CH:31]=[CH:30][CH:29]=2)[CH:22]=[C:23]([F:25])[CH:24]=1)(C(C)(C)C)(C1C=CC=CC=1)C1C=CC=CC=1.CCCC[N+](CCCC)(CCCC)CCCC.[F-]. Product: [F:40][C:37]1[CH:38]=[CH:39][C:34]([C@@:26]([NH:45][C:46]([NH:48][CH2:49][C:50]([F:51])([F:52])[F:53])=[O:47])([C:21]2[CH:20]=[C:19]([OH:18])[CH:24]=[C:23]([F:25])[CH:22]=2)[CH2:27][C:28]2[CH:29]=[CH:30][CH:31]=[CH:32][CH:33]=2)=[CH:35][C:36]=1[C:41]([F:44])([F:42])[F:43]. The catalyst class is: 76. (3) Reactant: C([O:4][C:5]1[CH:6]=[C:7]2[C:12](=[CH:13][C:14]=1[O:15][CH3:16])[N:11]=[C:10]([C:17]1[CH:22]=[CH:21][C:20]([C:23]3[CH:28]=[CH:27][CH:26]=[CH:25][CH:24]=3)=[C:19]([F:29])[CH:18]=1)[N:9]=[C:8]2[NH:30][C:31]1[CH:32]=[C:33]2[C:37](=[CH:38][CH:39]=1)[N:36]([C:40]([O:42][C:43]([CH3:46])([CH3:45])[CH3:44])=[O:41])[N:35]=[CH:34]2)(=O)C.[NH4+].[OH-]. Product: [F:29][C:19]1[CH:18]=[C:17]([C:10]2[N:9]=[C:8]([NH:30][C:31]3[CH:32]=[C:33]4[C:37](=[CH:38][CH:39]=3)[N:36]([C:40]([O:42][C:43]([CH3:44])([CH3:45])[CH3:46])=[O:41])[N:35]=[CH:34]4)[C:7]3[C:12](=[CH:13][C:14]([O:15][CH3:16])=[C:5]([OH:4])[CH:6]=3)[N:11]=2)[CH:22]=[CH:21][C:20]=1[C:23]1[CH:24]=[CH:25][CH:26]=[CH:27][CH:28]=1. The catalyst class is: 5. (4) Reactant: [Cl:1][CH2:2][C:3](Cl)=[O:4].[C:6]1([NH:12][C:13]2[CH:18]=[CH:17][CH:16]=[CH:15][CH:14]=2)[CH:11]=[CH:10][CH:9]=[CH:8][CH:7]=1.C(N(CC)CC)C. Product: [Cl:1][CH2:2][C:3]([N:12]([C:13]1[CH:14]=[CH:15][CH:16]=[CH:17][CH:18]=1)[C:6]1[CH:11]=[CH:10][CH:9]=[CH:8][CH:7]=1)=[O:4]. The catalyst class is: 11. (5) Reactant: [C:1]([C:4]1[N:9]=[C:8]([CH:10]2[CH2:15][CH2:14][N:13](C(OC(C)(C)C)=O)[CH2:12][CH2:11]2)[CH:7]=[CH:6][CH:5]=1)(=[O:3])[NH2:2].[ClH:23].CO.C(Cl)[Cl:27]. Product: [ClH:27].[ClH:23].[NH:13]1[CH2:12][CH2:11][CH:10]([C:8]2[N:9]=[C:4]([C:1]([NH2:2])=[O:3])[CH:5]=[CH:6][CH:7]=2)[CH2:15][CH2:14]1. The catalyst class is: 25. (6) Reactant: [Cl:1][C:2]1[CH:10]=[C:9]([CH3:11])[CH:8]=[CH:7][C:3]=1[C:4](Cl)=[O:5].Cl.[CH3:13][NH:14][O:15][CH3:16].C(N(CC)CC)C.Cl. Product: [Cl:1][C:2]1[CH:10]=[C:9]([CH3:11])[CH:8]=[CH:7][C:3]=1[C:4]([N:14]([O:15][CH3:16])[CH3:13])=[O:5]. The catalyst class is: 46. (7) Reactant: Cl[CH2:2][C:3]1[N:12]=[C:11]([NH:13][C@@H:14]([CH:18]([CH3:20])[CH3:19])[C:15]([NH2:17])=[O:16])[C:10]2[C:5](=[CH:6][CH:7]=[CH:8][CH:9]=2)[N:4]=1.[C:21]1([N:27]2[CH2:32][CH2:31][NH:30][CH2:29][CH2:28]2)[CH:26]=[CH:25][CH:24]=[CH:23][CH:22]=1.C(=O)([O-])[O-].[K+].[K+]. Product: [CH3:19][CH:18]([CH3:20])[C@H:14]([NH:13][C:11]1[C:10]2[C:5](=[CH:6][CH:7]=[CH:8][CH:9]=2)[N:4]=[C:3]([CH2:2][N:30]2[CH2:31][CH2:32][N:27]([C:21]3[CH:26]=[CH:25][CH:24]=[CH:23][CH:22]=3)[CH2:28][CH2:29]2)[N:12]=1)[C:15]([NH2:17])=[O:16]. The catalyst class is: 10. (8) Reactant: C([O:3][C:4]([C:6]1[C:11]([NH:12][C:13]2[CH:18]=[CH:17][C:16]([I:19])=[CH:15][C:14]=2[F:20])=[CH:10][C:9](=[O:21])[N:8]([CH3:22])[CH:7]=1)=[O:5])C.[OH-].[Na+]. Product: [F:20][C:14]1[CH:15]=[C:16]([I:19])[CH:17]=[CH:18][C:13]=1[NH:12][C:11]1[C:6]([C:4]([OH:5])=[O:3])=[CH:7][N:8]([CH3:22])[C:9](=[O:21])[CH:10]=1. The catalyst class is: 14.